From a dataset of NCI-60 drug combinations with 297,098 pairs across 59 cell lines. Regression. Given two drug SMILES strings and cell line genomic features, predict the synergy score measuring deviation from expected non-interaction effect. (1) Drug 1: CN(C)C1=NC(=NC(=N1)N(C)C)N(C)C. Drug 2: CN(CCCl)CCCl.Cl. Cell line: UACC-257. Synergy scores: CSS=-9.00, Synergy_ZIP=3.77, Synergy_Bliss=-2.15, Synergy_Loewe=-7.73, Synergy_HSA=-7.70. (2) Drug 2: CCC1(CC2CC(C3=C(CCN(C2)C1)C4=CC=CC=C4N3)(C5=C(C=C6C(=C5)C78CCN9C7C(C=CC9)(C(C(C8N6C=O)(C(=O)OC)O)OC(=O)C)CC)OC)C(=O)OC)O.OS(=O)(=O)O. Synergy scores: CSS=31.9, Synergy_ZIP=-7.36, Synergy_Bliss=0.912, Synergy_Loewe=1.24, Synergy_HSA=1.42. Cell line: T-47D. Drug 1: CC(CN1CC(=O)NC(=O)C1)N2CC(=O)NC(=O)C2. (3) Drug 1: C1=NC2=C(N=C(N=C2N1C3C(C(C(O3)CO)O)F)Cl)N. Drug 2: CS(=O)(=O)OCCCCOS(=O)(=O)C. Cell line: NCI-H522. Synergy scores: CSS=8.13, Synergy_ZIP=-2.19, Synergy_Bliss=-1.22, Synergy_Loewe=-0.469, Synergy_HSA=-0.760. (4) Drug 1: CN1CCC(CC1)COC2=C(C=C3C(=C2)N=CN=C3NC4=C(C=C(C=C4)Br)F)OC. Drug 2: C1=CC(=C2C(=C1NCCNCCO)C(=O)C3=C(C=CC(=C3C2=O)O)O)NCCNCCO. Cell line: UACC62. Synergy scores: CSS=46.3, Synergy_ZIP=6.86, Synergy_Bliss=7.48, Synergy_Loewe=-6.14, Synergy_HSA=9.87. (5) Drug 1: C1CC(C1)(C(=O)O)C(=O)O.[NH2-].[NH2-].[Pt+2]. Drug 2: CC1=C2C(C(=O)C3(C(CC4C(C3C(C(C2(C)C)(CC1OC(=O)C(C(C5=CC=CC=C5)NC(=O)C6=CC=CC=C6)O)O)OC(=O)C7=CC=CC=C7)(CO4)OC(=O)C)O)C)OC(=O)C. Cell line: ACHN. Synergy scores: CSS=15.5, Synergy_ZIP=-3.60, Synergy_Bliss=1.84, Synergy_Loewe=-0.361, Synergy_HSA=2.56. (6) Drug 1: C(=O)(N)NO. Drug 2: CC1C(C(CC(O1)OC2CC(CC3=C2C(=C4C(=C3O)C(=O)C5=CC=CC=C5C4=O)O)(C(=O)C)O)N)O. Cell line: ACHN. Synergy scores: CSS=48.9, Synergy_ZIP=-6.40, Synergy_Bliss=-5.46, Synergy_Loewe=-13.7, Synergy_HSA=-1.82.